This data is from Forward reaction prediction with 1.9M reactions from USPTO patents (1976-2016). The task is: Predict the product of the given reaction. (1) Given the reactants Cl.Cl.[NH2:3][C:4]1[CH:5]=[CH:6][C:7]([N:11]2[CH2:16][CH2:15][CH2:14][C@@H:13]([C:17]([N:19]3[CH2:23][CH2:22][CH2:21][CH2:20]3)=[O:18])[CH2:12]2)=[N:8][C:9]=1[NH2:10].C(O)(=O)C.[Cl:28][C:29]1[CH:30]=[N:31][N:32]([C:34]2([C:37](=N)OCC)[CH2:36][CH2:35]2)[CH:33]=1.C(N(CC)CC)C, predict the reaction product. The product is: [Cl:28][C:29]1[CH:30]=[N:31][N:32]([C:34]2([C:37]3[NH:10][C:9]4=[N:8][C:7]([N:11]5[CH2:16][CH2:15][CH2:14][C@@H:13]([C:17]([N:19]6[CH2:23][CH2:22][CH2:21][CH2:20]6)=[O:18])[CH2:12]5)=[CH:6][CH:5]=[C:4]4[N:3]=3)[CH2:36][CH2:35]2)[CH:33]=1. (2) Given the reactants BrC([C:4]1[CH:13]=[CH:12][C:11]2[C:6](=[CH:7][CH:8]=[CH:9][CH:10]=2)[CH:5]=1)C.[C:14]([NH:17][CH:18]([C:24]([O:26][CH2:27][CH3:28])=[O:25])[C:19]([O:21][CH2:22][CH3:23])=[O:20])(=[O:16])[CH3:15].[CH3:29]C[O-].[Na+], predict the reaction product. The product is: [CH2:22]([O:21][C:19](=[O:20])[C:18]([NH:17][C:14](=[O:16])[CH2:15][C:4]1[CH:13]=[CH:12][C:11]2[C:6](=[CH:7][CH:8]=[CH:9][CH:10]=2)[CH:5]=1)([CH3:29])[C:24]([O:26][CH2:27][CH3:28])=[O:25])[CH3:23]. (3) The product is: [C:28]([OH:35])(=[O:34])/[CH:29]=[CH:30]/[C:31]([OH:33])=[O:32].[C:28]([OH:35])(=[O:34])/[CH:29]=[CH:30]/[C:31]([OH:33])=[O:32].[CH2:1]([C:3]1[CH:10]=[CH:9][C:6]([C:7]#[N:8])=[C:5]([O:11][C:12]2[CH:17]=[CH:16][CH:15]=[C:14]([CH2:18][NH:25][CH3:24])[C:13]=2[O:20][CH3:21])[N:4]=1)[CH3:2]. Given the reactants [CH2:1]([C:3]1[CH:10]=[CH:9][C:6]([C:7]#[N:8])=[C:5]([O:11][C:12]2[CH:17]=[CH:16][CH:15]=[C:14]([CH:18]=O)[C:13]=2[O:20][CH3:21])[N:4]=1)[CH3:2].CN.[C:24]([BH3-])#[N:25].[Na+].[C:28]([OH:35])(=[O:34])/[CH:29]=[CH:30]/[C:31]([OH:33])=[O:32], predict the reaction product. (4) Given the reactants COC1C=CC(C[N:8]2[C:12]3=[N:13][CH:14]=[C:15]([C:17]4[CH:18]=[C:19]([NH:23][C:24](=[O:26])[CH3:25])[CH:20]=[CH:21][CH:22]=4)[CH:16]=[C:11]3[C:10]([CH3:27])=[N:9]2)=CC=1.FC(F)(F)C(O)=O, predict the reaction product. The product is: [CH3:27][C:10]1[C:11]2[C:12](=[N:13][CH:14]=[C:15]([C:17]3[CH:18]=[C:19]([NH:23][C:24](=[O:26])[CH3:25])[CH:20]=[CH:21][CH:22]=3)[CH:16]=2)[NH:8][N:9]=1. (5) Given the reactants C(O)(=O)C.Cl.C([O:13][C:14]1[C:15]([O:24][CH3:25])=[CH:16][C:17]2[S:21][C:20]([CH3:22])=[N:19][C:18]=2[CH:23]=1)C1C=CC=CC=1.[OH-].[Na+], predict the reaction product. The product is: [CH3:25][O:24][C:15]1[C:14]([OH:13])=[CH:23][C:18]2[N:19]=[C:20]([CH3:22])[S:21][C:17]=2[CH:16]=1.